Dataset: Catalyst prediction with 721,799 reactions and 888 catalyst types from USPTO. Task: Predict which catalyst facilitates the given reaction. (1) Reactant: [NH2:1][C:2]1[N:3]([CH3:24])[C:4](=[O:23])[C:5]2([C:15]3[C:10](=[CH:11][CH:12]=[C:13](Br)[CH:14]=3)[O:9][CH:8]([C:17]3[CH:22]=[CH:21][CH:20]=[CH:19][CH:18]=3)[CH2:7]2)[N:6]=1.[CH3:25][N:26]([CH3:38])[C:27]([C:29]1[CH:30]=[C:31](B(O)O)[CH:32]=[CH:33][CH:34]=1)=[O:28]. Product: [NH2:1][C:2]1[N:3]([CH3:24])[C:4](=[O:23])[C:5]2([C:15]3[C:10](=[CH:11][CH:12]=[C:13]([C:33]4[CH:34]=[C:29]([CH:30]=[CH:31][CH:32]=4)[C:27]([N:26]([CH3:38])[CH3:25])=[O:28])[CH:14]=3)[O:9][CH:8]([C:17]3[CH:22]=[CH:21][CH:20]=[CH:19][CH:18]=3)[CH2:7]2)[N:6]=1. The catalyst class is: 806. (2) Reactant: C([O:3][C:4]([C:6]1[CH:10]=[C:9]([OH:11])[N:8]([C:12]2[CH:17]=[CH:16][CH:15]=[CH:14][CH:13]=2)[N:7]=1)=[O:5])C.[H-].[Na+].Br[CH2:21][C:22](=[O:27])[C:23]([CH3:26])([CH3:25])[CH3:24]. Product: [CH3:24][C:23]([CH3:26])([CH3:25])[C:22](=[O:27])[CH2:21][O:11][C:9]1[N:8]([C:12]2[CH:13]=[CH:14][CH:15]=[CH:16][CH:17]=2)[N:7]=[C:6]([C:4]([OH:3])=[O:5])[CH:10]=1. The catalyst class is: 3. (3) Reactant: [Cl:1][C:2]1[CH:11]=[C:10]([C:12](=O)[CH3:13])[C:9]([N:15]2[CH2:20][CH2:19][CH2:18][CH:17]([CH2:21][OH:22])[CH2:16]2)=[C:8]2[C:3]=1[CH:4]=[CH:5][CH:6]=[N:7]2.C([O-])(=O)C.[NH4+].C([BH3-])#[N:29].[Na+].O1CCCC1. Product: [NH2:29][CH:12]([C:10]1[C:9]([N:15]2[CH2:20][CH2:19][CH2:18][CH:17]([CH2:21][OH:22])[CH2:16]2)=[C:8]2[C:3]([CH:4]=[CH:5][CH:6]=[N:7]2)=[C:2]([Cl:1])[CH:11]=1)[CH3:13]. The catalyst class is: 449. (4) Reactant: [Si:1]([O:8][C@@H:9]1[C@@H:13]([CH2:14][O:15][Si](C(C)(C)C)(C)C)[O:12][C@@H:11]([N:23]2[C:27]3[N:28]=[CH:29][N:30]=[C:31]([NH2:32])[C:26]=3[C:25]([I:33])=[CH:24]2)[CH2:10]1)([C:4]([CH3:7])([CH3:6])[CH3:5])([CH3:3])[CH3:2].C(O)(C(F)(F)F)=O. Product: [NH2:32][C:31]1[C:26]2[C:25]([I:33])=[CH:24][N:23]([C@@H:11]3[O:12][C@H:13]([CH2:14][OH:15])[C@@H:9]([O:8][Si:1]([C:4]([CH3:7])([CH3:6])[CH3:5])([CH3:2])[CH3:3])[CH2:10]3)[C:27]=2[N:28]=[CH:29][N:30]=1. The catalyst class is: 20. (5) Reactant: [N:1]1[CH:6]=[CH:5][CH:4]=[N:3][C:2]=1[N:7]1[CH2:16][CH2:15][C:14]2[C:9](=[C:10]([C:17]([O:19]C)=[O:18])[CH:11]=[CH:12][CH:13]=2)[CH2:8]1.[OH-].[Na+].Cl. Product: [N:1]1[CH:6]=[CH:5][CH:4]=[N:3][C:2]=1[N:7]1[CH2:16][CH2:15][C:14]2[C:9](=[C:10]([C:17]([OH:19])=[O:18])[CH:11]=[CH:12][CH:13]=2)[CH2:8]1. The catalyst class is: 1. (6) Reactant: [Br:1][C:2]1[C:6]2[CH2:7][N:8]([C:11]([O:13][C:14]([CH3:17])([CH3:16])[CH3:15])=[O:12])[CH2:9][CH2:10][C:5]=2[NH:4][N:3]=1.FC(F)(F)S(O[CH2:24][C:25]([F:28])([F:27])[F:26])(=O)=O.C([O-])([O-])=O.[Cs+].[Cs+]. Product: [Br:1][C:2]1[C:6]2[CH2:7][N:8]([C:11]([O:13][C:14]([CH3:17])([CH3:16])[CH3:15])=[O:12])[CH2:9][CH2:10][C:5]=2[N:4]([CH2:24][C:25]([F:28])([F:27])[F:26])[N:3]=1. The catalyst class is: 31. (7) Reactant: N1CC([C:7]2[C:12]([C:13]([OH:15])=O)=[CH:11][N:10]=[CH:9][CH:8]=2)OCC1.F[P-](F)(F)(F)(F)F.Br[P+]([N:25]1[CH2:29][CH2:28][CH2:27][CH2:26]1)([N:25]1[CH2:29][CH2:28][CH2:27][CH2:26]1)[N:25]1[CH2:29][CH2:28][CH2:27][CH2:26]1.C(N(CC)C(C)C)(C)C.Cl.[NH2:50][CH2:51][C:52]1[C:61](=[O:62])[C:60]2[C:55](=[N:56][C:57]([C:63]([F:66])([F:65])[F:64])=[CH:58][CH:59]=2)[N:54]([C:67]2[CH:72]=[CH:71][CH:70]=[CH:69][CH:68]=2)[C:53]=1[C:73]([O:75][CH3:76])=[O:74].CN(C=[O:81])C. Product: [CH3:76][O:75][C:73]([C:53]1[N:54]([C:67]2[CH:68]=[CH:69][CH:70]=[CH:71][CH:72]=2)[C:55]2[C:60]([C:61](=[O:62])[C:52]=1[CH2:51][NH:50][C:13]([C:12]1[CH:11]=[N:10][C:9]([N:25]3[CH2:29][CH2:28][O:81][CH2:27][CH2:26]3)=[CH:8][CH:7]=1)=[O:15])=[CH:59][CH:58]=[C:57]([C:63]([F:64])([F:65])[F:66])[N:56]=2)=[O:74]. The catalyst class is: 13. (8) Reactant: [CH3:1][O:2][C:3](=[O:15])[C:4]1[CH:9]=[CH:8][C:7]([C:10](=O)[CH:11](Br)[F:12])=[CH:6][CH:5]=1.[CH3:16][N:17]1[CH2:22][CH2:21][N:20]([C:23](=[S:25])[NH2:24])[CH2:19][CH2:18]1. Product: [CH3:1][O:2][C:3](=[O:15])[C:4]1[CH:9]=[CH:8][C:7]([C:10]2[N:24]=[C:23]([N:20]3[CH2:21][CH2:22][N:17]([CH3:16])[CH2:18][CH2:19]3)[S:25][C:11]=2[F:12])=[CH:6][CH:5]=1. The catalyst class is: 8.